From a dataset of Forward reaction prediction with 1.9M reactions from USPTO patents (1976-2016). Predict the product of the given reaction. Given the reactants [F:1][C:2]1[CH:7]=[CH:6][C:5]([N:8]2[C:11](=[O:12])[C@H:10]([S:13][CH2:14][C:15]([C:17]3[CH:22]=[CH:21][C:20]([F:23])=[CH:19][CH:18]=3)=[O:16])[C@H:9]2[C:24]2[CH:38]=[CH:37][C:27]([O:28][CH2:29][C:30]([NH:32][CH2:33][C:34]([OH:36])=O)=[O:31])=[CH:26][CH:25]=2)=[CH:4][CH:3]=1.CN1CCOCC1.[NH2:46][C@H:47]([C:55]1[CH:60]=[CH:59][CH:58]=[CH:57][CH:56]=1)[C:48]([O:50]C(C)(C)C)=[O:49].CN(C(ON1N=NC2C=CC=CC1=2)=[N+](C)C)C.[B-](F)(F)(F)F.[BH4-].[Na+].C([O-])(=O)C.[NH4+], predict the reaction product. The product is: [F:1][C:2]1[CH:7]=[CH:6][C:5]([N:8]2[C:11](=[O:12])[C@H:10]([S:13][CH2:14][CH:15]([C:17]3[CH:18]=[CH:19][C:20]([F:23])=[CH:21][CH:22]=3)[OH:16])[C@H:9]2[C:24]2[CH:38]=[CH:37][C:27]([O:28][CH2:29][C:30]([NH:32][CH2:33][C:34]([NH:46][C@H:47]([C:55]3[CH:60]=[CH:59][CH:58]=[CH:57][CH:56]=3)[C:48]([OH:50])=[O:49])=[O:36])=[O:31])=[CH:26][CH:25]=2)=[CH:4][CH:3]=1.